This data is from Forward reaction prediction with 1.9M reactions from USPTO patents (1976-2016). The task is: Predict the product of the given reaction. (1) Given the reactants [CH3:1][O:2][C:3](=[O:18])[CH:4]=[C:5]1[CH2:10][CH2:9][CH:8]([C:11]2[CH:16]=[CH:15][C:14]([OH:17])=[CH:13][CH:12]=2)[CH2:7][CH2:6]1.[H][H], predict the reaction product. The product is: [CH3:1][O:2][C:3](=[O:18])[CH2:4][C@H:5]1[CH2:6][CH2:7][C@H:8]([C:11]2[CH:12]=[CH:13][C:14]([OH:17])=[CH:15][CH:16]=2)[CH2:9][CH2:10]1. (2) The product is: [OH:1][C:2]1[CH:3]=[C:4]2[C:8](=[CH:9][CH:10]=1)[NH:7][C:6](=[O:11])[C:5]2=[N:20][NH:19][C:18]1[CH:17]=[CH:16][C:15]([S:21]([NH2:24])(=[O:22])=[O:23])=[CH:14][CH:13]=1. Given the reactants [OH:1][C:2]1[CH:3]=[C:4]2[C:8](=[CH:9][CH:10]=1)[NH:7][C:6](=[O:11])[C:5]2=O.[CH:13]1[C:18]([NH:19][NH2:20])=[CH:17][CH:16]=[C:15]([S:21]([NH2:24])(=[O:23])=[O:22])[CH:14]=1.Cl, predict the reaction product. (3) The product is: [NH2:11][CH:12]([CH2:23][CH2:24][P:25]([O:29][C:30]1[CH:35]=[CH:34][CH:33]=[C:32]([CH2:36][CH2:37][C:38]([OH:40])=[O:39])[CH:31]=1)([O:27][CH3:28])=[O:26])[C:13]([OH:15])=[O:14]. Given the reactants C(OC([NH:11][CH:12]([CH2:23][CH2:24][P:25]([O:29][C:30]1[CH:35]=[CH:34][CH:33]=[C:32]([CH2:36][CH2:37][C:38]([O:40]CC2C=CC=CC=2)=[O:39])[CH:31]=1)([O:27][CH3:28])=[O:26])[C:13]([O:15]CC1C=CC=CC=1)=[O:14])=O)C1C=CC=CC=1.[H][H], predict the reaction product.